This data is from Forward reaction prediction with 1.9M reactions from USPTO patents (1976-2016). The task is: Predict the product of the given reaction. Given the reactants [F:1][C:2]1[CH:7]=[CH:6][CH:5]=[C:4]([F:8])[C:3]=1[C:9]1[C:18]2[CH:17]=[C:16]([CH:19]=O)[CH:15]=[CH:14][C:13]=2[C:12]2[NH:21][N:22]=[C:23]([NH:24][CH:25]3[CH2:30][CH2:29][N:28]([S:31]([CH2:34][CH3:35])(=[O:33])=[O:32])[CH2:27][CH2:26]3)[C:11]=2[N:10]=1.[NH2:36][OH:37].Cl, predict the reaction product. The product is: [F:1][C:2]1[CH:7]=[CH:6][CH:5]=[C:4]([F:8])[C:3]=1[C:9]1[C:18]2[CH:17]=[C:16]([CH:19]=[N:36][OH:37])[CH:15]=[CH:14][C:13]=2[C:12]2[NH:21][N:22]=[C:23]([NH:24][CH:25]3[CH2:30][CH2:29][N:28]([S:31]([CH2:34][CH3:35])(=[O:33])=[O:32])[CH2:27][CH2:26]3)[C:11]=2[N:10]=1.